From a dataset of Forward reaction prediction with 1.9M reactions from USPTO patents (1976-2016). Predict the product of the given reaction. (1) Given the reactants [F:1][C:2]1[C:7]([C:8]([CH3:19])([CH3:18])[CH2:9][C:10]([OH:17])([C:13]([F:16])([F:15])[F:14])[CH:11]=O)=[C:6]([O:20][CH3:21])[CH:5]=[CH:4][CH:3]=1.[NH2:22][C:23]1[CH:32]=[CH:31][C:30]([F:33])=[C:29]2[C:24]=1[CH:25]=[N:26][C:27]([CH3:34])=[N:28]2, predict the reaction product. The product is: [F:1][C:2]1[C:7]([C:8]([CH3:19])([CH3:18])[CH2:9][C:10]([C:13]([F:16])([F:14])[F:15])([OH:17])[CH2:11][NH:22][C:23]2[CH:32]=[CH:31][C:30]([F:33])=[C:29]3[C:24]=2[CH:25]=[N:26][C:27]([CH3:34])=[N:28]3)=[C:6]([O:20][CH3:21])[CH:5]=[CH:4][CH:3]=1. (2) Given the reactants C(N(CC)CC)C.C1C[O:11][CH2:10]C1.[C:13]([N:16]1[C:25]2[C:20](=[CH:21][C:22]([C:26]([NH:28][NH2:29])=[O:27])=[CH:23][CH:24]=2)[CH:19]([NH:30][C:31]2[CH:36]=[CH:35][C:34]([Cl:37])=[CH:33][CH:32]=2)[CH2:18][CH:17]1[CH3:38])(=[O:15])[CH3:14], predict the reaction product. The product is: [C:13]([N:16]1[C:25]2[C:20](=[CH:21][C:22]([C:26]3[O:27][C:10](=[O:11])[NH:29][N:28]=3)=[CH:23][CH:24]=2)[CH:19]([NH:30][C:31]2[CH:32]=[CH:33][C:34]([Cl:37])=[CH:35][CH:36]=2)[CH2:18][CH:17]1[CH3:38])(=[O:15])[CH3:14]. (3) Given the reactants Cl[C:2]1[N:3]=[C:4]([NH:26][CH2:27][C:28]2[CH:33]=[CH:32][C:31]([O:34][CH3:35])=[CH:30][CH:29]=2)[C:5]2[C:6](=[N:8][N:9]([CH2:11][C:12]3[CH:25]=[CH:24][C:15]([CH2:16][N:17]4[CH:22]=[CH:21][CH:20]=[CH:19][C:18]4=[O:23])=[CH:14][CH:13]=3)[CH:10]=2)[N:7]=1.[I-].[K+].[NH:38]=[CH-:39].[Na+].C(O)C, predict the reaction product. The product is: [CH3:35][O:34][C:31]1[CH:32]=[CH:33][C:28]([CH2:27][NH:26][C:4]2[C:5]3[C:6](=[N:8][N:9]([CH2:11][C:12]4[CH:25]=[CH:24][C:15]([CH2:16][N:17]5[CH:22]=[CH:21][CH:20]=[CH:19][C:18]5=[O:23])=[CH:14][CH:13]=4)[CH:10]=3)[N:7]=[C:2]([C:39]#[N:38])[N:3]=2)=[CH:29][CH:30]=1.